Dataset: Forward reaction prediction with 1.9M reactions from USPTO patents (1976-2016). Task: Predict the product of the given reaction. (1) Given the reactants [N:1]1[CH:6]=[CH:5][C:4]([CH2:7][C:8]2[CH:14]=[CH:13][C:11](N)=[CH:10][CH:9]=2)=[CH:3][CH:2]=1.N([O-])=O.[Na+].[I:19]I, predict the reaction product. The product is: [I:19][C:11]1[CH:13]=[CH:14][C:8]([CH2:7][C:4]2[CH:5]=[CH:6][N:1]=[CH:2][CH:3]=2)=[CH:9][CH:10]=1. (2) Given the reactants [CH2:1]([O:8][C@@H:9]1[C@@H:14]([CH2:15][OH:16])[O:13][CH:12]=[CH:11][C@H:10]1[OH:17])[C:2]1[CH:7]=[CH:6][CH:5]=[CH:4][CH:3]=1.N1C=CC=CC=1.[C:24](Cl)(=[O:26])[CH3:25], predict the reaction product. The product is: [C:24]([O:16][CH2:15][C@H:14]1[O:13][CH:12]=[CH:11][C@@H:10]([OH:17])[C@@H:9]1[O:8][CH2:1][C:2]1[CH:3]=[CH:4][CH:5]=[CH:6][CH:7]=1)(=[O:26])[CH3:25].